This data is from Reaction yield outcomes from USPTO patents with 853,638 reactions. The task is: Predict the reaction yield, written as a fraction of the theoretical maximum amount of product (1.0 means a 100% yield; for example, 0.34 means a 34% yield). (1) The reactants are [F:1][C:2]1[CH:7]=[C:6]([F:8])[CH:5]=[CH:4][C:3]=1/[CH:9]=[CH:10]/[C:11]1[CH:16]=[CH:15][C:14]([S:17]([C:20]2[CH:25]=[CH:24][CH:23]=[C:22](Br)[CH:21]=2)(=[O:19])=[O:18])=[CH:13][N:12]=1.[CH3:27][N:28](C)C=O. The catalyst is [C-]#N.[Zn+2].[C-]#N.C1C=CC([P]([Pd]([P](C2C=CC=CC=2)(C2C=CC=CC=2)C2C=CC=CC=2)([P](C2C=CC=CC=2)(C2C=CC=CC=2)C2C=CC=CC=2)[P](C2C=CC=CC=2)(C2C=CC=CC=2)C2C=CC=CC=2)(C2C=CC=CC=2)C2C=CC=CC=2)=CC=1. The product is [F:1][C:2]1[CH:7]=[C:6]([F:8])[CH:5]=[CH:4][C:3]=1/[CH:9]=[CH:10]/[C:11]1[CH:16]=[CH:15][C:14]([S:17]([C:20]2[CH:25]=[CH:24][CH:23]=[C:22]([C:27]#[N:28])[CH:21]=2)(=[O:19])=[O:18])=[CH:13][N:12]=1. The yield is 0.190. (2) The reactants are [OH:1][C:2]1[CH:15]=[CH:14][C:13]2[C:12](=[O:16])[C:11]3[C:6](=[CH:7][CH:8]=[C:9]([OH:17])[CH:10]=3)[C:5](=[O:18])[C:4]=2[CH:3]=1.[CH2:19]([CH:21]([CH2:24][CH2:25][CH2:26][CH3:27])[CH2:22]Br)[CH3:20].C(=O)([O-])[O-].[K+].[K+]. The catalyst is CN(C)C=O. The product is [CH2:19]([CH:21]([CH2:24][CH2:25][CH2:26][CH3:27])[CH2:22][O:1][C:2]1[CH:15]=[CH:14][C:13]2[C:12](=[O:16])[C:11]3[C:6](=[CH:7][CH:8]=[C:9]([O:17][CH2:5][CH:4]([CH2:13][CH3:12])[CH2:3][CH2:2][CH2:15][CH3:14])[CH:10]=3)[C:5](=[O:18])[C:4]=2[CH:3]=1)[CH3:20]. The yield is 0.650. (3) The reactants are OC1O[C@H](CO)[C@@H](O)[C@H]1O.[C:11](Cl)(=[O:18])[C:12]1[CH:17]=[CH:16][CH:15]=[CH:14][CH:13]=1.[C:20]([O:28][C@:29]1([CH3:54])[C@H:34]([O:35][C:36](=[O:43])[C:37]2[CH:42]=[CH:41][CH:40]=[CH:39][CH:38]=2)[C@@H:33]([CH2:44][O:45][C:46](=[O:53])[C:47]2[CH:52]=[CH:51][CH:50]=[CH:49][CH:48]=2)[O:32][CH:30]1[OH:31])(=[O:27])[C:21]1[CH:26]=[CH:25][CH:24]=[CH:23][CH:22]=1.COC(C)(C)C. The catalyst is CN(C1C=CN=CC=1)C.COCCOC.O.CCCCCCC. The product is [C:11]([O:31][C@@H:30]1[O:32][C@H:33]([CH2:44][O:45][C:46](=[O:53])[C:47]2[CH:48]=[CH:49][CH:50]=[CH:51][CH:52]=2)[C@@H:34]([O:35][C:36](=[O:43])[C:37]2[CH:42]=[CH:41][CH:40]=[CH:39][CH:38]=2)[C@@:29]1([CH3:54])[O:28][C:20](=[O:27])[C:21]1[CH:26]=[CH:25][CH:24]=[CH:23][CH:22]=1)(=[O:18])[C:12]1[CH:17]=[CH:16][CH:15]=[CH:14][CH:13]=1. The yield is 0.520. (4) The reactants are [C:1]([C:4]1[C:9](=[O:10])[C:8]([O:11][CH3:12])=[CH:7][N:6]([C:13]2[CH:18]=[CH:17][C:16]([N:19]3[CH:23]=[CH:22][CH:21]=[N:20]3)=[CH:15][C:14]=2[F:24])[N:5]=1)(=O)[CH3:2].[CH3:25]C(O)=O.Cl.[Cl:30][C:31]1[CH:32]=[C:33]([NH:37][NH2:38])[CH:34]=[CH:35][CH:36]=1. The catalyst is COC(OC)N(C)C. The product is [Cl:30][C:31]1[CH:32]=[C:33]([N:37]2[C:1]([C:4]3[C:9](=[O:10])[C:8]([O:11][CH3:12])=[CH:7][N:6]([C:13]4[CH:18]=[CH:17][C:16]([N:19]5[CH:23]=[CH:22][CH:21]=[N:20]5)=[CH:15][C:14]=4[F:24])[N:5]=3)=[CH:2][CH:25]=[N:38]2)[CH:34]=[CH:35][CH:36]=1. The yield is 0.440. (5) The reactants are Br[C:2]1[C:7]([F:8])=[CH:6][CH:5]=[CH:4][C:3]=1[F:9].[NH:10]1[C:18]2[C:13](=[CH:14][C:15](B3OC(C)(C)C(C)(C)O3)=[CH:16][CH:17]=2)[CH:12]=[CH:11]1.C([O-])([O-])=O.[Na+].[Na+]. The catalyst is C1(C)C=CC=CC=1.O.C(Cl)Cl. The product is [F:9][C:3]1[CH:4]=[CH:5][CH:6]=[C:7]([F:8])[C:2]=1[C:15]1[CH:14]=[C:13]2[C:18](=[CH:17][CH:16]=1)[NH:10][CH:11]=[CH:12]2. The yield is 0.749. (6) The reactants are Br[CH2:2][C:3]1[NH:8][C:7]([C:9]2[C:14]([F:15])=[CH:13][CH:12]=[CH:11][N:10]=2)=[N:6][CH:5]([C:16]2[CH:21]=[CH:20][C:19]([Cl:22])=[CH:18][C:17]=2[Cl:23])[C:4]=1[C:24]([O:26][CH2:27][CH3:28])=[O:25].[NH:29]1[CH2:34][CH2:33][O:32][CH:31]([C:35]([OH:37])=[O:36])[CH2:30]1. No catalyst specified. The product is [Cl:23][C:17]1[CH:18]=[C:19]([Cl:22])[CH:20]=[CH:21][C:16]=1[CH:5]1[N:6]=[C:7]([C:9]2[C:14]([F:15])=[CH:13][CH:12]=[CH:11][N:10]=2)[NH:8][C:3]([CH2:2][N:29]2[CH2:34][CH2:33][O:32][CH:31]([C:35]([OH:37])=[O:36])[CH2:30]2)=[C:4]1[C:24]([O:26][CH2:27][CH3:28])=[O:25]. The yield is 0.430. (7) The reactants are [F:1][C:2]1[C:30]([F:31])=[CH:29][CH:28]=[CH:27][C:3]=1[O:4][C:5]1[CH:10]=[CH:9][C:8]([C:11]2[C:19]3[C:14](=[N:15][CH:16]=[N:17][C:18]=3[NH2:20])[N:13]([C@@H:21]3[CH2:26][CH2:25][CH2:24][NH:23][CH2:22]3)[N:12]=2)=[CH:7][CH:6]=1.CN(C(ON1N=NC2C=CC=NC1=2)=[N+](C)C)C.F[P-](F)(F)(F)(F)F.C(N(CC)CC)C.[C:63]([CH2:65][C:66](O)=[O:67])#[N:64]. The catalyst is ClCCl. The product is [NH2:20][C:18]1[N:17]=[CH:16][N:15]=[C:14]2[N:13]([C@@H:21]3[CH2:26][CH2:25][CH2:24][N:23]([C:66](=[O:67])[CH2:65][C:63]#[N:64])[CH2:22]3)[N:12]=[C:11]([C:8]3[CH:7]=[CH:6][C:5]([O:4][C:3]4[CH:27]=[CH:28][CH:29]=[C:30]([F:31])[C:2]=4[F:1])=[CH:10][CH:9]=3)[C:19]=12. The yield is 0.690.